Task: Predict the reactants needed to synthesize the given product.. Dataset: Retrosynthesis with 50K atom-mapped reactions and 10 reaction types from USPTO (1) The reactants are: CCCCCCCN.OC[C@H]1O[C@@H](O)[C@H](O)[C@@H](O)[C@H]1O. Given the product CCCCCCCNC1O[C@H](CO)[C@H](O)[C@H](O)[C@H]1O, predict the reactants needed to synthesize it. (2) Given the product O=C(Nc1ccc(-c2ccc(C3CCCN3C(=O)OCc3ccccc3)cc2)cc1)C1CC1, predict the reactants needed to synthesize it. The reactants are: CC1(C)OB(c2ccc(NC(=O)C3CC3)cc2)OC1(C)C.O=C(OCc1ccccc1)N1CCCC1c1ccc(Br)cc1. (3) Given the product N#Cc1ccc(Oc2ccc(C=O)c3ccccc23)cc1, predict the reactants needed to synthesize it. The reactants are: N#Cc1ccc(B(O)O)cc1.O=Cc1ccc(O)c2ccccc12.